Dataset: Forward reaction prediction with 1.9M reactions from USPTO patents (1976-2016). Task: Predict the product of the given reaction. (1) Given the reactants [C:1]([OH:4])(=[O:3])[CH3:2].[CH3:5][O:6][C:7]1[CH:8]=[C:9]([C@H:16]([NH:29][C:30]2[CH:38]=[CH:37][C:33]([C:34]([NH2:36])=[NH:35])=[CH:32][CH:31]=2)[C:17]2[NH:21][C:20](=[O:22])[N:19]([C:23]3[N:28]=[CH:27][CH:26]=[CH:25][N:24]=3)[N:18]=2)[CH:10]=[C:11](COC)[CH:12]=1.[F:39][CH2:40][CH2:41][N:42]1C2C=C(C(NC3C=CC(C4N=C(C)ON=4)=CC=3)C#N)C=C(OC)C=2[O:45][CH2:44][C:43]1=[O:70], predict the reaction product. The product is: [C:1]([OH:4])(=[O:3])[CH3:2].[F:39][CH2:40][CH2:41][N:42]1[C:11]2[CH:10]=[C:9]([C@H:16]([NH:29][C:30]3[CH:38]=[CH:37][C:33]([C:34]([NH2:36])=[NH:35])=[CH:32][CH:31]=3)[C:17]3[NH:21][C:20](=[O:22])[N:19]([C:23]4[N:28]=[CH:27][CH:26]=[CH:25][N:24]=4)[N:18]=3)[CH:8]=[C:7]([O:6][CH3:5])[C:12]=2[O:45][CH2:44][C:43]1=[O:70]. (2) Given the reactants [NH2:1][CH:2]([CH2:6][C:7]1[CH:12]=[CH:11][CH:10]=[CH:9][C:8]=1[CH:13]=[CH2:14])[C:3]([OH:5])=[O:4].C(=O)([O-])[O-].[Na+].[Na+].C(N1[C:30](=[O:31])[C:29]2=[CH:32][CH:33]=[CH:34][CH:35]=[C:28]2[C:27]1=[O:36])(OCC)=O, predict the reaction product. The product is: [O:31]=[C:30]1[C:29]2[C:28](=[CH:35][CH:34]=[CH:33][CH:32]=2)[C:27](=[O:36])[N:1]1[CH:2]([CH2:6][C:7]1[CH:12]=[CH:11][CH:10]=[CH:9][C:8]=1[CH:13]=[CH2:14])[C:3]([OH:5])=[O:4]. (3) Given the reactants [CH2:1]([N:5]([CH2:7][C:8]1[CH:9]=[C:10]([CH:15]=[C:16]([CH3:18])[CH:17]=1)[C:11]([O:13]C)=O)[CH3:6])[CH2:2][CH2:3][CH3:4].O.[OH-].[Li+].C(N(C(C)C)CC)(C)C.CN(C(ON1N=NC2C=CC=NC1=2)=[N+](C)C)C.F[P-](F)(F)(F)(F)F.[ClH:55].Cl.[NH2:57][C@@H:58]([CH2:72][C:73]1[CH:78]=[C:77]([F:79])[CH:76]=[C:75]([F:80])[CH:74]=1)[C@H:59]([OH:71])[CH2:60][NH:61][CH2:62][C:63]1[CH:68]=[CH:67][CH:66]=[C:65]([CH2:69][CH3:70])[CH:64]=1, predict the reaction product. The product is: [ClH:55].[ClH:55].[CH2:1]([N:5]([CH2:7][C:8]1[CH:9]=[C:10]([CH:15]=[C:16]([CH3:18])[CH:17]=1)[C:11]([NH:57][C@@H:58]([CH2:72][C:73]1[CH:74]=[C:75]([F:80])[CH:76]=[C:77]([F:79])[CH:78]=1)[C@H:59]([OH:71])[CH2:60][NH:61][CH2:62][C:63]1[CH:68]=[CH:67][CH:66]=[C:65]([CH2:69][CH3:70])[CH:64]=1)=[O:13])[CH3:6])[CH2:2][CH2:3][CH3:4]. (4) Given the reactants [C:1](=O)([O-])[O-].[Cs+].[Cs+].[Cl:7][C:8]1[CH:9]=[C:10]([C:15]2[CH:16]=[N:17][CH:18]=[CH:19][CH:20]=2)[C:11]([OH:14])=[N:12][CH:13]=1.[CH3:21][O:22][C:23](=[O:42])[CH2:24][CH2:25][C:26]1[CH:31]=[CH:30][C:29]([O:32][CH2:33][CH2:34][C@@H:35](OS(C)(=O)=O)[CH3:36])=[CH:28][CH:27]=1, predict the reaction product. The product is: [CH3:21][O:22][C:23](=[O:42])[CH2:24][CH2:25][C:26]1[CH:31]=[CH:30][C:29]([O:32][CH2:33][CH2:34][C@@H:35]([O:14][C:11]2[C:10]([C:15]3[CH:16]=[N:17][CH:18]=[CH:19][CH:20]=3)=[CH:9][C:8]([Cl:7])=[CH:13][N:12]=2)[CH3:36])=[CH:28][C:27]=1[CH3:1]. (5) Given the reactants Cl[C:2]1[C:3]2[NH:10][CH:9]=[C:8]([C@H:11]3[C@H:15]([OH:16])[C@H:14]([OH:17])[C@@H:13]([CH2:18][OH:19])[N:12]3[C:20]([O:22][C:23]([CH3:26])([CH3:25])[CH3:24])=[O:21])[C:4]=2[N:5]=[CH:6][N:7]=1.[N-:27]=[N+:28]=[N-:29].[Na+], predict the reaction product. The product is: [N:27]([C:2]1[C:3]2[NH:10][CH:9]=[C:8]([C@H:11]3[C@H:15]([OH:16])[C@H:14]([OH:17])[C@@H:13]([CH2:18][OH:19])[N:12]3[C:20]([O:22][C:23]([CH3:26])([CH3:25])[CH3:24])=[O:21])[C:4]=2[N:5]=[CH:6][N:7]=1)=[N+:28]=[N-:29].